This data is from Catalyst prediction with 721,799 reactions and 888 catalyst types from USPTO. The task is: Predict which catalyst facilitates the given reaction. (1) Reactant: [CH3:1][O:2][C:3]1[CH:27]=[CH:26][C:6]([CH2:7][N:8]2[CH:12]=[C:11]([C:13]3[N:14]=[C:15]([NH:18][C:19]4[N:24]=[C:23]([CH3:25])[CH:22]=[CH:21][N:20]=4)[S:16][CH:17]=3)[CH:10]=[N:9]2)=[CH:5][CH:4]=1.[Cl:28]N1C(=O)CCC1=O. Product: [Cl:28][C:17]1[S:16][C:15]([NH:18][C:19]2[N:24]=[C:23]([CH3:25])[CH:22]=[CH:21][N:20]=2)=[N:14][C:13]=1[C:11]1[CH:10]=[N:9][N:8]([CH2:7][C:6]2[CH:5]=[CH:4][C:3]([O:2][CH3:1])=[CH:27][CH:26]=2)[CH:12]=1. The catalyst class is: 3. (2) Reactant: [CH2:1]([O:8][CH2:9][N:10]([C:23]1[N:28]=[C:27]([O:29][CH2:30][C:31]([F:34])([F:33])[F:32])[CH:26]=[C:25]([O:35][CH2:36][C:37]([F:40])([F:39])[F:38])[N:24]=1)[C:11](=[O:22])[NH:12][C:13]1[S:14][C:15]([C:18]([F:21])([F:20])[F:19])=[CH:16][CH:17]=1)[C:2]1[CH:7]=[CH:6][CH:5]=[CH:4][CH:3]=1.[H-].[Na+].[CH3:43][O:44][CH2:45]Br. Product: [CH2:1]([O:8][CH2:9][N:10]([C:23]1[N:28]=[C:27]([O:29][CH2:30][C:31]([F:32])([F:33])[F:34])[CH:26]=[C:25]([O:35][CH2:36][C:37]([F:39])([F:40])[F:38])[N:24]=1)[C:11](=[O:22])[N:12]([CH2:43][O:44][CH3:45])[C:13]1[S:14][C:15]([C:18]([F:19])([F:20])[F:21])=[CH:16][CH:17]=1)[C:2]1[CH:7]=[CH:6][CH:5]=[CH:4][CH:3]=1. The catalyst class is: 3.